Dataset: Reaction yield outcomes from USPTO patents with 853,638 reactions. Task: Predict the reaction yield, written as a fraction of the theoretical maximum amount of product (1.0 means a 100% yield; for example, 0.34 means a 34% yield). (1) The reactants are [CH3:1][NH:2][CH2:3][CH:4]([C:6]1[CH:11]=[CH:10][CH:9]=[CH:8][CH:7]=1)[OH:5].[Cl:12][C:13]1[C:18]([CH2:19]Cl)=[CH:17][CH:16]=[C:15]([Cl:21])[N:14]=1. The catalyst is CN(C=O)C.O. The product is [Cl:12][C:13]1[C:18]([CH2:19][N:2]([CH3:1])[CH2:3][CH:4]([C:6]2[CH:11]=[CH:10][CH:9]=[CH:8][CH:7]=2)[OH:5])=[CH:17][CH:16]=[C:15]([Cl:21])[N:14]=1. The yield is 0.930. (2) The yield is 0.580. The reactants are Br[C:2]1[C:3]([CH3:21])=[C:4]([N:8]2[C:17](=[O:18])[C:16]3[C:11](=[C:12]([Cl:19])[CH:13]=[CH:14][CH:15]=3)[NH:10][C:9]2=[O:20])[CH:5]=[CH:6][CH:7]=1.[CH3:22][C:23]1([CH3:39])[C:27]([CH3:29])([CH3:28])[O:26][B:25]([B:25]2[O:26][C:27]([CH3:29])([CH3:28])[C:23]([CH3:39])([CH3:22])[O:24]2)[O:24]1.C([O-])(=O)C.[K+]. The product is [Cl:19][C:12]1[CH:13]=[CH:14][CH:15]=[C:16]2[C:11]=1[NH:10][C:9](=[O:20])[N:8]([C:4]1[CH:5]=[CH:6][CH:7]=[C:2]([B:25]3[O:26][C:27]([CH3:29])([CH3:28])[C:23]([CH3:39])([CH3:22])[O:24]3)[C:3]=1[CH3:21])[C:17]2=[O:18]. The catalyst is O1CCOCC1.C1C=CC(P(C2C=CC=CC=2)[C-]2C=CC=C2)=CC=1.C1C=CC(P(C2C=CC=CC=2)[C-]2C=CC=C2)=CC=1.Cl[Pd]Cl.[Fe+2].C(Cl)Cl. (3) The reactants are [CH3:1][C:2]([NH:5][CH2:6][C:7]([NH:9][C:10]1[CH:11]=[C:12]([N:40]([CH3:42])[CH3:41])[C:13]2[CH2:25][C@@H:24]3[C:19](=[C:20]([OH:39])[C@:21]4([OH:38])[C:29](=[O:30])[C:28]([C:31]([NH2:33])=[O:32])=[C:27]([OH:34])[C@@H:26]([N:35]([CH3:37])[CH3:36])[C@@H:22]4[CH2:23]3)[C:17](=[O:18])[C:14]=2[C:15]=1[OH:16])=[O:8])([CH3:4])[CH3:3].[ClH:43]. The catalyst is CC(C)=O. The product is [CH3:4][C:2]([NH:5][CH2:6][C:7]([NH:9][C:10]1[CH:11]=[C:12]([N:40]([CH3:42])[CH3:41])[C:13]2[CH2:25][C@@H:24]3[C:19](=[C:17]([OH:18])[C:14]=2[C:15]=1[OH:16])[C:20](=[O:39])[C@@:21]1([OH:38])[C@H:22]([C@H:26]([N:35]([CH3:36])[CH3:37])[C:27]([C:28]([C:31]([NH2:33])=[O:32])=[C:29]1[OH:30])=[O:34])[CH2:23]3)=[O:8])([CH3:1])[CH3:3].[ClH:43]. The yield is 0.980. (4) The reactants are Cl.[CH3:2][C:3]([CH3:8])([CH3:7])[C:4]([NH2:6])=O.Br[CH2:10][C:11]([C:13]1[CH:18]=[CH:17][C:16]([CH3:19])=[CH:15][CH:14]=1)=O.C([O-])([O-])=O.[K+].[K+].C[N:27](C=O)C. No catalyst specified. The product is [C:3]([C:4]1[NH:27][C:11]([C:13]2[CH:18]=[CH:17][C:16]([CH3:19])=[CH:15][CH:14]=2)=[CH:10][N:6]=1)([CH3:8])([CH3:7])[CH3:2]. The yield is 0.490. (5) The reactants are [Si:1]([O:18][CH2:19][C:20]1[C:21]([N:33]2[CH2:38][C@H:37]([CH3:39])[O:36][C@H:35]([CH3:40])[CH2:34]2)=[C:22]([F:32])[C:23]([F:31])=[C:24]([C:26](=[O:30])[C:27]([OH:29])=O)[CH:25]=1)([C:14]([CH3:17])([CH3:16])[CH3:15])([C:8]1[CH:13]=[CH:12][CH:11]=[CH:10][CH:9]=1)[C:2]1[CH:7]=[CH:6][CH:5]=[CH:4][CH:3]=1.[CH3:41][N:42](C(ON1N=NC2C=CC=NC1=2)=[N+](C)C)[CH3:43].F[P-](F)(F)(F)(F)F.C(N(CC)CC)C.CNC. The catalyst is C1COCC1.CN(C=O)C.O. The product is [Si:1]([O:18][CH2:19][C:20]1[C:21]([N:33]2[CH2:38][C@H:37]([CH3:39])[O:36][C@H:35]([CH3:40])[CH2:34]2)=[C:22]([F:32])[C:23]([F:31])=[C:24]([C:26](=[O:30])[C:27]([N:42]([CH3:43])[CH3:41])=[O:29])[CH:25]=1)([C:14]([CH3:17])([CH3:16])[CH3:15])([C:2]1[CH:3]=[CH:4][CH:5]=[CH:6][CH:7]=1)[C:8]1[CH:9]=[CH:10][CH:11]=[CH:12][CH:13]=1. The yield is 0.745.